This data is from Full USPTO retrosynthesis dataset with 1.9M reactions from patents (1976-2016). The task is: Predict the reactants needed to synthesize the given product. (1) Given the product [CH2:1]([O:3][C:4](=[O:13])[C:5]1[C:10]([N:20]([CH2:19][CH2:18][C:17]([O:16][CH2:14][CH3:15])=[O:30])[C:21]2[CH:22]=[C:23]3[C:27](=[CH:28][CH:29]=2)[CH2:26][CH2:25][CH2:24]3)=[CH:9][C:8]([Cl:12])=[N:7][CH:6]=1)[CH3:2], predict the reactants needed to synthesize it. The reactants are: [CH2:1]([O:3][C:4](=[O:13])[C:5]1[C:10](Cl)=[CH:9][C:8]([Cl:12])=[N:7][CH:6]=1)[CH3:2].[CH2:14]([O:16][C:17](=[O:30])[CH2:18][CH2:19][NH:20][C:21]1[CH:22]=[C:23]2[C:27](=[CH:28][CH:29]=1)[CH2:26][CH2:25][CH2:24]2)[CH3:15].C(N(CC)CC)C. (2) Given the product [CH3:42][O:41][C:38]1[CH:39]=[CH:40][C:35]([CH2:34][N:8]([CH2:7][C:6]2[CH:43]=[CH:44][C:3]([O:2][CH3:1])=[CH:4][CH:5]=2)[C:9]2[N:10]=[C:11]([C:16]3[C:21]([NH:22][C:23]4[CH:24]=[N:25][C:26]([O:29][CH3:30])=[CH:27][CH:28]=4)=[N:20][CH:19]=[C:18]([CH:31]([N:64]4[CH2:65][CH2:66][N:61]([S:58]([CH3:57])(=[O:60])=[O:59])[CH2:62][CH2:63]4)[CH3:32])[CH:17]=3)[N:12]=[C:13]([CH3:15])[N:14]=2)=[CH:36][CH:37]=1, predict the reactants needed to synthesize it. The reactants are: [CH3:1][O:2][C:3]1[CH:44]=[CH:43][C:6]([CH2:7][N:8]([CH2:34][C:35]2[CH:40]=[CH:39][C:38]([O:41][CH3:42])=[CH:37][CH:36]=2)[C:9]2[N:14]=[C:13]([CH3:15])[N:12]=[C:11]([C:16]3[CH:17]=[C:18]([CH:31](O)[CH3:32])[CH:19]=[N:20][C:21]=3[NH:22][C:23]3[CH:24]=[N:25][C:26]([O:29][CH3:30])=[CH:27][CH:28]=3)[N:10]=2)=[CH:5][CH:4]=1.C(N(CC)CC)C.CS(Cl)(=O)=O.[CH3:57][S:58]([N:61]1[CH2:66][CH2:65][NH:64][CH2:63][CH2:62]1)(=[O:60])=[O:59]. (3) Given the product [Br:1][CH2:4][C:3]([C:6]1[CH:7]=[C:8]([NH:14][S:15]([CH3:18])(=[O:16])=[O:17])[CH:9]=[C:10]([C:12]#[N:13])[CH:11]=1)=[O:5], predict the reactants needed to synthesize it. The reactants are: [Br:1]Br.[C:3]([C:6]1[CH:7]=[C:8]([NH:14][S:15]([CH3:18])(=[O:17])=[O:16])[CH:9]=[C:10]([C:12]#[N:13])[CH:11]=1)(=[O:5])[CH3:4]. (4) Given the product [CH3:47][O:46][C:35]1[C:36]2[C:41](=[CH:40][CH:39]=[CH:38][CH:37]=2)[C:42]([O:44][CH3:45])=[CH:43][C:34]=1[CH2:33][O:1][CH:2]1[CH:7]([C:8]2[CH:9]=[CH:10][C:11]([O:14][CH2:15][CH2:16][CH2:17][O:18][C:19]3[CH:20]=[CH:21][CH:22]=[CH:23][CH:24]=3)=[CH:12][CH:13]=2)[CH2:6][CH2:5][N:4]([C:25]([O:27][C:28]([CH3:31])([CH3:30])[CH3:29])=[O:26])[CH2:3]1, predict the reactants needed to synthesize it. The reactants are: [OH:1][CH:2]1[CH:7]([C:8]2[CH:13]=[CH:12][C:11]([O:14][CH2:15][CH2:16][CH2:17][O:18][C:19]3[CH:24]=[CH:23][CH:22]=[CH:21][CH:20]=3)=[CH:10][CH:9]=2)[CH2:6][CH2:5][N:4]([C:25]([O:27][C:28]([CH3:31])([CH3:30])[CH3:29])=[O:26])[CH2:3]1.Cl[CH2:33][C:34]1[CH:43]=[C:42]([O:44][CH3:45])[C:41]2[C:36](=[CH:37][CH:38]=[CH:39][CH:40]=2)[C:35]=1[O:46][CH3:47]. (5) The reactants are: [CH:1]1[C:6]2[CH:7]([CH2:10][C:11]#[N:12])[CH2:8][CH2:9][C:5]=2[CH:4]=[CH:3][N:2]=1.[NH2:13]OC1C=CC([N+]([O-])=O)=CC=1[N+]([O-])=O.[C:27]([O:33][CH2:34][CH3:35])(=[O:32])[C:28]#[C:29][CH2:30][CH3:31].C(=O)([O-])[O-].[K+].[K+]. Given the product [C:11]([CH2:10][CH:7]1[C:6]2[C:1]3[N:2]([N:13]=[C:29]([CH2:30][CH3:31])[C:28]=3[C:27]([O:33][CH2:34][CH3:35])=[O:32])[CH:3]=[CH:4][C:5]=2[CH2:9][CH2:8]1)#[N:12], predict the reactants needed to synthesize it. (6) Given the product [CH3:8][C:3]([CH3:9])([CH:2]=[O:1])[C:4]([O:6][CH3:7])=[O:5], predict the reactants needed to synthesize it. The reactants are: [OH:1][CH2:2][C:3]([CH3:9])([CH3:8])[C:4]([O:6][CH3:7])=[O:5].ClN1C(=O)N(Cl)C(=O)N(Cl)C1=O.CC1(C)CCCC(C)(C)[NH+]1[O-].